From a dataset of Reaction yield outcomes from USPTO patents with 853,638 reactions. Predict the reaction yield, written as a fraction of the theoretical maximum amount of product (1.0 means a 100% yield; for example, 0.34 means a 34% yield). The reactants are [CH2:1]([O:3][C:4]1[C:13]([C:14]([O:16]CC)=[O:15])=[C:12]2[C:7]([CH:8]=[CH:9][CH:10]=[N:11]2)=[CH:6][CH:5]=1)[CH3:2].O[Li].O.CO.Cl. The catalyst is C1COCC1.O. The product is [CH2:1]([O:3][C:4]1[C:13]([C:14]([OH:16])=[O:15])=[C:12]2[C:7]([CH:8]=[CH:9][CH:10]=[N:11]2)=[CH:6][CH:5]=1)[CH3:2]. The yield is 0.840.